From a dataset of Forward reaction prediction with 1.9M reactions from USPTO patents (1976-2016). Predict the product of the given reaction. (1) Given the reactants [CH2:1]([N:3]1[CH2:8][CH2:7][NH:6][CH2:5][CH2:4]1)[CH3:2].Br[CH2:10][C:11]([O:13][CH2:14][CH3:15])=[O:12], predict the reaction product. The product is: [CH2:1]([N:3]1[CH2:8][CH2:7][N:6]([CH2:10][C:11]([O:13][CH2:14][CH3:15])=[O:12])[CH2:5][CH2:4]1)[CH3:2]. (2) The product is: [C:78]([NH:81][NH:82][C:59]([C:34]1[N:35]([C:51]2[CH:56]=[CH:55][C:54]([O:57][CH3:58])=[CH:53][CH:52]=2)[C:36]([C:46]([O:48][CH2:49][CH3:50])=[O:47])=[C:37]([O:38][CH2:39][C:40]2[CH:41]=[CH:42][CH:43]=[CH:44][CH:45]=2)[C:33]=1[O:32][CH2:25][C:26]1[CH:27]=[CH:28][CH:29]=[CH:30][CH:31]=1)=[O:60])(=[O:80])[CH3:79]. Given the reactants CN(C(ON1N=NC2C=CC=NC1=2)=[N+](C)C)C.F[P-](F)(F)(F)(F)F.[CH2:25]([O:32][C:33]1[C:37]([O:38][CH2:39][C:40]2[CH:45]=[CH:44][CH:43]=[CH:42][CH:41]=2)=[C:36]([C:46]([O:48][CH2:49][CH3:50])=[O:47])[N:35]([C:51]2[CH:56]=[CH:55][C:54]([O:57][CH3:58])=[CH:53][CH:52]=2)[C:34]=1[C:59]([O-])=[O:60])[C:26]1[CH:31]=[CH:30][CH:29]=[CH:28][CH:27]=1.C([NH+](CC)CC)C.CCN(C(C)C)C(C)C.[C:78]([NH:81][NH2:82])(=[O:80])[CH3:79], predict the reaction product. (3) Given the reactants [Cl:1][C:2]1[CH:7]=[CH:6][C:5]([CH2:8][C:9]([NH:11][C:12]2[CH:13]=[N:14][CH:15]=[C:16]([C:18]([C:20]3[C:28]4[CH:27]=[N:26][CH:25]=[N:24][C:23]=4[NH:22][CH:21]=3)=[O:19])[CH:17]=2)=[O:10])=[CH:4][CH:3]=1.C([O-])([O-])=O.[Cs+].[Cs+].Br[CH2:36][C:37]([NH2:39])=[O:38], predict the reaction product. The product is: [NH2:39][C:37](=[O:38])[CH2:36][N:22]1[C:23]2[N:24]=[CH:25][N:26]=[CH:27][C:28]=2[C:20]([C:18]([C:16]2[CH:17]=[C:12]([NH:11][C:9](=[O:10])[CH2:8][C:5]3[CH:6]=[CH:7][C:2]([Cl:1])=[CH:3][CH:4]=3)[CH:13]=[N:14][CH:15]=2)=[O:19])=[CH:21]1. (4) Given the reactants [F:1][C:2]1[CH:3]=[CH:4][C:5]([O:8][C:9]2[CH:15]=[CH:14][C:12]([NH2:13])=[CH:11][CH:10]=2)=[N:6][CH:7]=1.C1(P(C2C=CC=CC=2)C2C3OC4C(=CC=CC=4P(C4C=CC=CC=4)C4C=CC=CC=4)C(C)(C)C=3C=CC=2)C=CC=CC=1.C(=O)([O-])[O-].[Cs+].[Cs+].Cl[C:65]1[N:66]([CH2:77][C:78]2[CH:83]=[CH:82][C:81]([Cl:84])=[CH:80][CH:79]=2)[CH:67]=[C:68]([C:72]([O:74][CH2:75][CH3:76])=[O:73])[C:69](=[O:71])[CH:70]=1, predict the reaction product. The product is: [Cl:84][C:81]1[CH:80]=[CH:79][C:78]([CH2:77][N:66]2[CH:67]=[C:68]([C:72]([O:74][CH2:75][CH3:76])=[O:73])[C:69](=[O:71])[CH:70]=[C:65]2[NH:13][C:12]2[CH:14]=[CH:15][C:9]([O:8][C:5]3[CH:4]=[CH:3][C:2]([F:1])=[CH:7][N:6]=3)=[CH:10][CH:11]=2)=[CH:83][CH:82]=1. (5) Given the reactants O.[C:2]1([CH3:12])[CH:7]=[CH:6][C:5]([S:8]([OH:11])(=[O:10])=[O:9])=[CH:4][CH:3]=1.[S:13]1[CH:17]=[CH:16][C:15]2[C:18]([N:22]3[CH2:27][CH2:26][N:25]([CH2:28][CH2:29][CH2:30][O:31][C:32]4[CH:41]=[C:40]5[C:35]([CH2:36][CH2:37][N:38]([CH3:43])[C:39]5=[O:42])=[CH:34][CH:33]=4)[CH2:24][CH2:23]3)=[CH:19][CH:20]=[CH:21][C:14]1=2, predict the reaction product. The product is: [C:2]1([CH3:12])[CH:3]=[CH:4][C:5]([S:8]([OH:11])(=[O:9])=[O:10])=[CH:6][CH:7]=1.[S:13]1[CH:17]=[CH:16][C:15]2[C:18]([N:22]3[CH2:23][CH2:24][N:25]([CH2:28][CH2:29][CH2:30][O:31][C:32]4[CH:41]=[C:40]5[C:35]([CH2:36][CH2:37][N:38]([CH3:43])[C:39]5=[O:42])=[CH:34][CH:33]=4)[CH2:26][CH2:27]3)=[CH:19][CH:20]=[CH:21][C:14]1=2. (6) Given the reactants F[P-](F)(F)(F)(F)F.N1(O[P+](N(C)C)(N(C)C)N(C)C)C2C=CC=CC=2N=N1.[NH2:28][C@H:29]1[CH2:34][CH2:33][C@H:32]([NH:35][C:36]2[CH:37]=[C:38]([NH:55][CH:56]3[CH2:58][CH2:57]3)[C:39]3[N:40]([C:42]([C:45]([NH:47][C:48]4[CH:53]=[CH:52][N:51]=[C:50]([Cl:54])[CH:49]=4)=[O:46])=[CH:43][N:44]=3)[N:41]=2)[CH2:31][CH2:30]1.CCN(C(C)C)C(C)C.[C:68]([CH2:70][C:71](O)=[O:72])#[N:69], predict the reaction product. The product is: [Cl:54][C:50]1[CH:49]=[C:48]([NH:47][C:45]([C:42]2[N:40]3[N:41]=[C:36]([NH:35][C@H:32]4[CH2:31][CH2:30][C@H:29]([NH:28][C:71](=[O:72])[CH2:70][C:68]#[N:69])[CH2:34][CH2:33]4)[CH:37]=[C:38]([NH:55][CH:56]4[CH2:57][CH2:58]4)[C:39]3=[N:44][CH:43]=2)=[O:46])[CH:53]=[CH:52][N:51]=1. (7) Given the reactants [CH3:1][O:2][C:3]1[C:4]2[C:15]([C:16]3[CH:21]=[CH:20][CH:19]=[CH:18][CH:17]=3)=[C:14]([C:22]3[CH:27]=[CH:26][C:25]([C:28]4([NH:32][C:33](=[O:39])[O:34][C:35]([CH3:38])([CH3:37])[CH3:36])[CH2:31][CH2:30][CH2:29]4)=[CH:24][CH:23]=3)[O:13][C:5]=2[N:6]=[C:7](S(C)(=O)=O)[N:8]=1.[NH2:40][CH2:41][CH2:42][OH:43], predict the reaction product. The product is: [OH:43][CH2:42][CH2:41][NH:40][C:7]1[N:8]=[C:3]([O:2][CH3:1])[C:4]2[C:15]([C:16]3[CH:21]=[CH:20][CH:19]=[CH:18][CH:17]=3)=[C:14]([C:22]3[CH:27]=[CH:26][C:25]([C:28]4([NH:32][C:33](=[O:39])[O:34][C:35]([CH3:38])([CH3:37])[CH3:36])[CH2:31][CH2:30][CH2:29]4)=[CH:24][CH:23]=3)[O:13][C:5]=2[N:6]=1.